Dataset: Forward reaction prediction with 1.9M reactions from USPTO patents (1976-2016). Task: Predict the product of the given reaction. (1) Given the reactants [F:1][C:2]1[CH:7]=[CH:6][C:5]([C:8]2[N:9]=[C:10]3[CH:15]=[CH:14][C:13]([N:16]4[CH2:21][CH2:20][N:19]([CH3:22])[CH2:18][CH2:17]4)=[N:12][N:11]3[C:23]=2[C:24]2[CH:29]=[CH:28][N:27]=[C:26](F)[CH:25]=2)=[CH:4][CH:3]=1.[CH3:31][NH:32][CH3:33], predict the reaction product. The product is: [F:1][C:2]1[CH:7]=[CH:6][C:5]([C:8]2[N:9]=[C:10]3[CH:15]=[CH:14][C:13]([N:16]4[CH2:17][CH2:18][N:19]([CH3:22])[CH2:20][CH2:21]4)=[N:12][N:11]3[C:23]=2[C:24]2[CH:29]=[CH:28][N:27]=[C:26]([N:32]([CH3:33])[CH3:31])[CH:25]=2)=[CH:4][CH:3]=1. (2) Given the reactants C[O:2][C:3]([C:5]1[CH:9]=[CH:8][N:7]([CH2:10][C:11]2[CH:16]=[CH:15][CH:14]=[CH:13][CH:12]=2)[C:6]=1[CH:17]([CH3:19])[CH3:18])=[O:4].[OH-].[Na+].Cl, predict the reaction product. The product is: [CH2:10]([N:7]1[CH:8]=[CH:9][C:5]([C:3]([OH:4])=[O:2])=[C:6]1[CH:17]([CH3:19])[CH3:18])[C:11]1[CH:12]=[CH:13][CH:14]=[CH:15][CH:16]=1. (3) Given the reactants [Cl:1][C:2]1[CH:7]=[CH:6][CH:5]=[CH:4][C:3]=1[C:8]1[C:18]([I:19])=[C:11]2[NH:12][C:13]([CH3:17])=[N:14][C:15](=O)[N:10]2[N:9]=1.C(N(C(C)C)CC)(C)C.O=P(Cl)(Cl)[Cl:31], predict the reaction product. The product is: [Cl:31][C:15]1[N:10]2[N:9]=[C:8]([C:3]3[CH:4]=[CH:5][CH:6]=[CH:7][C:2]=3[Cl:1])[C:18]([I:19])=[C:11]2[N:12]=[C:13]([CH3:17])[N:14]=1.